This data is from Reaction yield outcomes from USPTO patents with 853,638 reactions. The task is: Predict the reaction yield, written as a fraction of the theoretical maximum amount of product (1.0 means a 100% yield; for example, 0.34 means a 34% yield). (1) The reactants are [C:1]([NH:9][CH:10]1[C:16](=[O:17])[N:15]2[CH:18]([C:22]([NH:24][CH:25]([CH:30]=[O:31])[CH2:26][C:27]([OH:29])=[O:28])=[O:23])[CH2:19][CH2:20][CH2:21][N:14]2[C:13](=[O:32])[CH2:12][CH2:11]1)(=[O:8])[C:2]1[CH:7]=[CH:6][CH:5]=[CH:4][CH:3]=1.[C:33]1(C)[C:34](S(O)(=O)=O)=CC=C[CH:38]=1.C([O-])(O)=O.[Na+]. The catalyst is C(O)(C)C. The product is [C:1]([NH:9][CH:10]1[C:16](=[O:17])[N:15]2[CH:18]([C:22]([NH:24][CH:25]3[CH2:26][C:27](=[O:29])[O:28][CH:30]3[O:31][CH:33]([CH3:34])[CH3:38])=[O:23])[CH2:19][CH2:20][CH2:21][N:14]2[C:13](=[O:32])[CH2:12][CH2:11]1)(=[O:8])[C:2]1[CH:7]=[CH:6][CH:5]=[CH:4][CH:3]=1. The yield is 0.510. (2) The reactants are [O-]P([O-])([O-])=O.[K+].[K+].[K+].[NH:9]1[CH2:14][CH2:13][CH2:12][CH2:11][CH2:10]1.I[C:16]1[CH:21]=[CH:20][CH:19]=[CH:18][CH:17]=1.C(O)CO. The catalyst is [Cu]I.CCCCCC.C(OCC)(=O)C.CC(O)C. The product is [C:16]1([N:9]2[CH2:14][CH2:13][CH2:12][CH2:11][CH2:10]2)[CH:21]=[CH:20][CH:19]=[CH:18][CH:17]=1. The yield is 0.800.